Dataset: Forward reaction prediction with 1.9M reactions from USPTO patents (1976-2016). Task: Predict the product of the given reaction. (1) Given the reactants [F:1][C:2]([F:26])([F:25])[C:3]([N:5]1[CH2:11][CH2:10][C:9]2[CH:12]=[CH:13][C:14]([CH2:16][NH:17][C:18](=[O:24])[O:19][C:20]([CH3:23])([CH3:22])[CH3:21])=[CH:15][C:8]=2[CH2:7][CH2:6]1)=[O:4].[CH3:27][Si]([NH-])(C)C.C[Si]([NH-])(C)C.[Na+].[Na+].IC, predict the reaction product. The product is: [CH3:27][N:17]([CH2:16][C:14]1[CH:13]=[CH:12][C:9]2[CH2:10][CH2:11][N:5]([C:3](=[O:4])[C:2]([F:1])([F:25])[F:26])[CH2:6][CH2:7][C:8]=2[CH:15]=1)[C:18](=[O:24])[O:19][C:20]([CH3:23])([CH3:21])[CH3:22]. (2) Given the reactants Br/[CH:2]=[C:3]1/[C:4]2[CH:17]=[CH:16][C:15]([F:18])=[CH:14][C:5]=2[O:6][CH2:7][C:8]2[CH:13]=[CH:12][CH:11]=[CH:10][C:9]/1=2.[B:19]1([B:19]2[O:23][C:22]([CH3:25])([CH3:24])[C:21]([CH3:27])([CH3:26])[O:20]2)[O:23][C:22]([CH3:25])([CH3:24])[C:21]([CH3:27])([CH3:26])[O:20]1.C([O-])(=O)C.[K+], predict the reaction product. The product is: [F:18][C:15]1[CH:16]=[CH:17][C:4]2=[C:5]([CH:14]=1)[O:6][CH2:7][C:8]1[CH:13]=[CH:12][CH:11]=[CH:10][C:9]=1/[C:3]/2=[CH:2]\[B:19]1[O:23][C:22]([CH3:25])([CH3:24])[C:21]([CH3:27])([CH3:26])[O:20]1.